The task is: Predict the reaction yield, written as a fraction of the theoretical maximum amount of product (1.0 means a 100% yield; for example, 0.34 means a 34% yield).. This data is from Reaction yield outcomes from USPTO patents with 853,638 reactions. (1) The reactants are [C:1]([CH2:4][C:5]1[CH:13]=[CH:12][C:8]([C:9]([OH:11])=[O:10])=[CH:7][CH:6]=1)(=[S:3])[NH2:2].[Cl:14][CH2:15][C:16]([CH2:18]Cl)=O. The catalyst is C1COCC1. The product is [Cl:14][CH2:15][C:16]1[N:2]=[C:1]([CH2:4][C:5]2[CH:13]=[CH:12][C:8]([C:9]([OH:11])=[O:10])=[CH:7][CH:6]=2)[S:3][CH:18]=1. The yield is 0.830. (2) The reactants are [C:1]([Si:5]([O:8]/[C:9](/[C:12]1[CH:17]=[CH:16][CH:15]=[C:14]([Cl:18])[CH:13]=1)=[CH:10]\[CH3:11])([CH3:7])[CH3:6])([CH3:4])([CH3:3])[CH3:2].[Si](OS(C(F)(F)F)(=O)=O)([C:22](C)(C)[CH3:23])(C)C.CCN(CC)CC. The product is [C:1]([Si:5]([O:8]/[C:9](/[C:12]1[CH:17]=[CH:16][CH:15]=[C:14]([Cl:18])[CH:13]=1)=[CH:10]\[CH2:11][CH2:22][CH3:23])([CH3:7])[CH3:6])([CH3:2])([CH3:3])[CH3:4]. The yield is 0.960. The catalyst is C(Cl)Cl. (3) The reactants are [CH2:1]([C:3]([C:21]1[CH:28]=[CH:27][C:24]([CH:25]=O)=[C:23]([CH3:29])[CH:22]=1)([C:6]1[CH:11]=[CH:10][C:9]([O:12][CH2:13][CH:14]([OH:19])[C:15]([CH3:18])([CH3:17])[CH3:16])=[C:8]([CH3:20])[CH:7]=1)[CH2:4][CH3:5])[CH3:2].[S:30]1[CH2:34][C:33](=[O:35])[NH:32][C:31]1=[O:36].C(O)(=O)C.N1CCCCC1. The catalyst is C1(C)C=CC=CC=1. The product is [CH2:1]([C:3]([C:21]1[CH:28]=[CH:27][C:24]([CH:25]=[C:34]2[S:30][C:31](=[O:36])[NH:32][C:33]2=[O:35])=[C:23]([CH3:29])[CH:22]=1)([C:6]1[CH:11]=[CH:10][C:9]([O:12][CH2:13][CH:14]([OH:19])[C:15]([CH3:17])([CH3:18])[CH3:16])=[C:8]([CH3:20])[CH:7]=1)[CH2:4][CH3:5])[CH3:2]. The yield is 0.940. (4) The reactants are [CH2:1]([O:8][C:9]1[CH:14]=[CH:13][C:12]([CH2:15][C:16](Cl)=[N:17][OH:18])=[CH:11][CH:10]=1)[C:2]1[CH:7]=[CH:6][CH:5]=[CH:4][CH:3]=1.O1CCCC1.[C:25]([C:27]1[C:28]([NH2:36])=[N:29][C:30]([CH2:33][O:34][CH3:35])=[CH:31][CH:32]=1)#[CH:26].C(N(CC)CC)C. The catalyst is O. The product is [CH2:1]([O:8][C:9]1[CH:14]=[CH:13][C:12]([CH2:15][C:16]2[CH:26]=[C:25]([C:27]3[C:28]([NH2:36])=[N:29][C:30]([CH2:33][O:34][CH3:35])=[CH:31][CH:32]=3)[O:18][N:17]=2)=[CH:11][CH:10]=1)[C:2]1[CH:7]=[CH:6][CH:5]=[CH:4][CH:3]=1. The yield is 0.410. (5) The reactants are [CH3:1][O:2][C:3](=[O:38])[CH2:4][C:5]1[CH:6]=[N:7][CH:8]=[C:9]([C:11]2[CH:16]=[CH:15][C:14]([C:17]([CH2:36][CH3:37])([C:20]3[CH:25]=[CH:24][C:23]([C:26]#[C:27][C:28]4([OH:34])[CH2:33][CH2:32][CH2:31][CH2:30][CH2:29]4)=[C:22]([CH3:35])[CH:21]=3)[CH2:18][CH3:19])=[CH:13][CH:12]=2)[CH:10]=1.[H][H]. The catalyst is CO.[C].[Pd]. The product is [CH3:1][O:2][C:3](=[O:38])[CH2:4][C:5]1[CH:6]=[N:7][CH:8]=[C:9]([C:11]2[CH:12]=[CH:13][C:14]([C:17]([CH2:36][CH3:37])([C:20]3[CH:25]=[CH:24][C:23]([CH2:26][CH2:27][C:28]4([OH:34])[CH2:33][CH2:32][CH2:31][CH2:30][CH2:29]4)=[C:22]([CH3:35])[CH:21]=3)[CH2:18][CH3:19])=[CH:15][CH:16]=2)[CH:10]=1. The yield is 0.660. (6) The reactants are [F:1][C:2]([F:17])([F:16])[CH2:3][O:4][C:5]1[CH:6]=[CH:7][C:8]([C:11]([O:13]CC)=[O:12])=[N:9][CH:10]=1.[OH-].[Na+]. The catalyst is CO. The product is [F:17][C:2]([F:1])([F:16])[CH2:3][O:4][C:5]1[CH:6]=[CH:7][C:8]([C:11]([OH:13])=[O:12])=[N:9][CH:10]=1. The yield is 0.520. (7) The reactants are C([O:3][C:4]([C@@:6]1([NH:11][C:12]([C@@H:14]2[CH2:18][C@@H:17]([O:19][C:20]3[C:29]4[C:24](=[CH:25][C:26]([O:30][CH3:31])=[CH:27][CH:28]=4)[N:23]=[C:22]([C:32]4[CH:37]=[CH:36][CH:35]=[CH:34][CH:33]=4)[CH:21]=3)[CH2:16][C@H:15]2[C:38](=[O:53])[NH:39][C@H:40]([C:45](=[O:52])[NH:46][CH:47]2[CH2:51][CH2:50][CH2:49][CH2:48]2)[C:41]([CH3:44])([CH3:43])[CH3:42])=[O:13])[CH2:8][C@H:7]1[CH:9]=[CH2:10])=[O:5])C.[Li+].[OH-]. The catalyst is O1CCOCC1.O. The product is [CH:47]1([NH:46][C:45]([C@@H:40]([NH:39][C:38]([C@@H:15]2[CH2:16][C@H:17]([O:19][C:20]3[C:29]4[C:24](=[CH:25][C:26]([O:30][CH3:31])=[CH:27][CH:28]=4)[N:23]=[C:22]([C:32]4[CH:37]=[CH:36][CH:35]=[CH:34][CH:33]=4)[CH:21]=3)[CH2:18][C@H:14]2[C:12]([NH:11][C@:6]2([C:4]([OH:5])=[O:3])[CH2:8][C@H:7]2[CH:9]=[CH2:10])=[O:13])=[O:53])[C:41]([CH3:44])([CH3:42])[CH3:43])=[O:52])[CH2:51][CH2:50][CH2:49][CH2:48]1. The yield is 0.600. (8) The reactants are [CH:1]1([C:4]2[CH:9]=[CH:8][C:7]([C:10]3[N:14]([CH3:15])[CH:13]=[N:12][C:11]=3[C:16]3[CH:21]=[C:20]([C:22]([OH:24])=[O:23])[CH:19]=[CH:18][N:17]=3)=[CH:6][CH:5]=2)[CH2:3][CH2:2]1.[CH3:25]O. The catalyst is S(=O)(=O)(O)O. The product is [CH:1]1([C:4]2[CH:5]=[CH:6][C:7]([C:10]3[N:14]([CH3:15])[CH:13]=[N:12][C:11]=3[C:16]3[CH:21]=[C:20]([C:22]([O:24][CH3:25])=[O:23])[CH:19]=[CH:18][N:17]=3)=[CH:8][CH:9]=2)[CH2:2][CH2:3]1. The yield is 0.940.